This data is from Full USPTO retrosynthesis dataset with 1.9M reactions from patents (1976-2016). The task is: Predict the reactants needed to synthesize the given product. (1) Given the product [CH2:17]([O:24][C:25](=[O:41])[NH:26][C@@H:27]1[CH2:33][CH2:32][CH2:31][N:30]([C:34]2[N:35]([CH3:40])[N:36]=[CH:37][C:38]=2[NH:39][C:7]([C:5]2[N:6]=[C:2]([Br:1])[S:3][C:4]=2[NH:10][C:11]([O:13][C:14]([CH3:16])([CH3:42])[CH3:15])=[O:12])=[O:9])[CH2:29][CH2:28]1)[C:18]1[CH:19]=[CH:20][CH:21]=[CH:22][CH:23]=1, predict the reactants needed to synthesize it. The reactants are: [Br:1][C:2]1[S:3][C:4]([NH:10][C:11]([O:13][CH:14]([CH3:16])[CH3:15])=[O:12])=[C:5]([C:7]([OH:9])=O)[N:6]=1.[CH2:17]([O:24][C:25](=[O:41])[NH:26][C@@H:27]1[CH2:33][CH2:32][CH2:31][N:30]([C:34]2[N:35]([CH3:40])[N:36]=[CH:37][C:38]=2[NH2:39])[CH2:29][CH2:28]1)[C:18]1[CH:23]=[CH:22][CH:21]=[CH:20][CH:19]=1.[CH3:42]N(C(ON1N=NC2C=CC=NC1=2)=[N+](C)C)C.F[P-](F)(F)(F)(F)F.C(N(CC)C(C)C)(C)C. (2) Given the product [Br:14][CH2:15][CH2:16][CH2:17][CH2:18][CH2:19][C:20]([C:6]1[CH:7]=[CH:8][C:3]([O:2][CH3:1])=[C:4]([NH:9][S:10]([CH3:13])(=[O:12])=[O:11])[CH:5]=1)=[O:21], predict the reactants needed to synthesize it. The reactants are: [CH3:1][O:2][C:3]1[CH:8]=[CH:7][CH:6]=[CH:5][C:4]=1[NH:9][S:10]([CH3:13])(=[O:12])=[O:11].[Br:14][CH2:15][CH2:16][CH2:17][CH2:18][CH2:19][C:20](Cl)=[O:21]. (3) Given the product [ClH:38].[CH3:1][N:2]1[C:10]2[CH:9]=[C:8]([N:11]3[CH:16]=[CH:15][C:14]([CH2:17][CH2:18][C:19]4[CH:24]=[CH:23][CH:22]=[CH:21][CH:20]=4)=[N:13][C:12]3=[O:25])[CH:7]=[CH:6][C:5]=2[C:4]2[CH2:26][CH2:27][NH:28][CH2:29][CH2:30][C:3]1=2, predict the reactants needed to synthesize it. The reactants are: [CH3:1][N:2]1[C:10]2[CH:9]=[C:8]([N:11]3[CH:16]=[CH:15][C:14]([CH2:17][CH2:18][C:19]4[CH:24]=[CH:23][CH:22]=[CH:21][CH:20]=4)=[N:13][C:12]3=[O:25])[CH:7]=[CH:6][C:5]=2[C:4]2[CH2:26][CH2:27][N:28](C(OCCCC)=O)[CH2:29][CH2:30][C:3]1=2.[ClH:38].